From a dataset of Retrosynthesis with 50K atom-mapped reactions and 10 reaction types from USPTO. Predict the reactants needed to synthesize the given product. (1) Given the product CC(C)(C)OC(=O)Nc1sc2cc(F)cnc2c1C(=O)Nc1cnccc1N1CCC[C@H](NC(=O)OC(C)(C)C)C1, predict the reactants needed to synthesize it. The reactants are: CC(C)(C)OC(=O)N[C@H]1CCCN(c2ccncc2N)C1.CC(C)(C)OC(=O)Nc1sc2cc(F)cnc2c1C(=O)O. (2) Given the product CCNCCCN1C(=O)C(c2ccccc2)(c2ccccc2)C(C#N)=C1SCC, predict the reactants needed to synthesize it. The reactants are: CCN.CCSC1=C(C#N)C(c2ccccc2)(c2ccccc2)C(=O)N1CCCBr. (3) The reactants are: C[C@@H](O[C@H]1CCN(C(=O)[C@H]2CC[C@H](C(=O)O)CC2)C[C@H]1c1ccccc1)c1cc(C(F)(F)F)cc(C(F)(F)F)c1.N. Given the product C[C@@H](O[C@H]1CCN(C(=O)[C@H]2CC[C@H](C(N)=O)CC2)C[C@H]1c1ccccc1)c1cc(C(F)(F)F)cc(C(F)(F)F)c1, predict the reactants needed to synthesize it. (4) Given the product Cc1noc(C)c1-c1ccc2c(=O)cc(C)n(-c3cc(NC(=O)OC(C)(C)C)c(F)cc3F)c2c1, predict the reactants needed to synthesize it. The reactants are: Cc1cc(=O)c2ccc(Br)cc2n1-c1cc(NC(=O)OC(C)(C)C)c(F)cc1F.Cc1noc(C)c1B1OC(C)(C)C(C)(C)O1. (5) Given the product Cc1ccc(-c2ccc3c(c2)C=C(C(=O)Nc2ccc(CS(=O)c4ccccc4)cc2)CCO3)cc1, predict the reactants needed to synthesize it. The reactants are: Cc1ccc(-c2ccc3c(c2)C=C(C(=O)Nc2ccc(CSc4ccccc4)cc2)CCO3)cc1.O=S([O-])([O-])=S.